Dataset: Forward reaction prediction with 1.9M reactions from USPTO patents (1976-2016). Task: Predict the product of the given reaction. (1) Given the reactants [Cl:1][C:2]1[CH:10]=[CH:9][C:5]([C:6]([OH:8])=O)=[CH:4][CH:3]=1.CCN=C=N[CH2:16][CH2:17][CH2:18]N(C)C.Cl.[CH:23]1C=CC2N(O)N=NC=2C=1.[NH:33]=[C:34]1[N:38]([CH:39]2[CH2:44][CH2:43][CH2:42][N:41]([C:45]([O-:47])=[O:46])[CH2:40]2)[C:37]2[CH:48]=[CH:49][CH:50]=[CH:51][C:36]=2[NH:35]1, predict the reaction product. The product is: [Cl:1][C:2]1[CH:3]=[CH:4][C:5]([C:6]([NH:33][C:34]2[N:38]([CH:39]3[CH2:44][CH2:43][CH2:42][N:41]([C:45]([O:47][C:17]([CH3:18])([CH3:23])[CH3:16])=[O:46])[CH2:40]3)[C:37]3[CH:48]=[CH:49][CH:50]=[CH:51][C:36]=3[N:35]=2)=[O:8])=[CH:9][CH:10]=1. (2) Given the reactants [CH3:1][O:2][C:3]1[CH:8]=[CH:7][C:6]([CH:9]2[S:15][CH:14]3[C:16](=[O:19])[N:17]([CH3:18])[CH:11]([C:12](=[O:21])[N:13]3[CH3:20])[S:10]2)=[CH:5][CH:4]=1.Cl[CH2:23][O:24][CH2:25][C:26]1[CH:31]=[CH:30][CH:29]=[CH:28][CH:27]=1.C([Li])CCC.[CH3:37][CH2:38][CH2:39][CH2:40][CH2:41][CH3:42].[Na+].[Cl-].C1[CH2:49][O:48][CH2:47]C1, predict the reaction product. The product is: [CH3:1][O:2][C:3]1[CH:8]=[CH:7][C:6]([CH:9]2[SH:15]([CH2:23][O:24][CH2:25][C:26]3[CH:31]=[CH:30][CH:29]=[CH:28][CH:27]=3)[CH:14]3[C:16](=[O:19])[N:17]([CH3:18])[CH:11]([C:12](=[O:21])[N:13]3[CH3:20])[SH:10]2[CH2:47][O:48][CH2:49][C:39]2[CH:38]=[CH:37][CH:42]=[CH:41][CH:40]=2)=[CH:5][CH:4]=1.